Dataset: Forward reaction prediction with 1.9M reactions from USPTO patents (1976-2016). Task: Predict the product of the given reaction. (1) Given the reactants [C:1]([NH:4][C:5]1[S:6][CH:7]=[C:8]([CH2:10][CH2:11][C:12]2[CH:13]=[C:14]([CH2:17][CH2:18][C:19](OC)=[O:20])[S:15][CH:16]=2)[N:9]=1)(=[O:3])[CH3:2].[H-].C([Al+]CC(C)C)C(C)C.C(C(C(C([O-])=O)O)O)([O-])=O.[Na+].[K+], predict the reaction product. The product is: [OH:20][CH2:19][CH2:18][CH2:17][C:14]1[S:15][CH:16]=[C:12]([CH2:11][CH2:10][C:8]2[N:9]=[C:5]([NH:4][C:1](=[O:3])[CH3:2])[S:6][CH:7]=2)[CH:13]=1. (2) Given the reactants [CH2:1]([O:8][C:9]([N:11]1[CH2:15][CH2:14][CH2:13][C@H:12]1[C:16](=[O:32])[NH:17][C:18]1[S:19][C:20]([C:23]2[CH:28]=[CH:27][C:26]([C:29](O)=[O:30])=[CH:25][CH:24]=2)=[CH:21][N:22]=1)=[O:10])[C:2]1[CH:7]=[CH:6][CH:5]=[CH:4][CH:3]=1.CN(C(ON1N=NC2[CH:44]=[CH:45][CH:46]=[N:47]C1=2)=[N+](C)C)C.F[P-](F)(F)(F)(F)F.C1(N)CC1, predict the reaction product. The product is: [CH2:1]([O:8][C:9]([N:11]1[CH2:15][CH2:14][CH2:13][C@H:12]1[C:16](=[O:32])[NH:17][C:18]1[S:19][C:20]([C:23]2[CH:28]=[CH:27][C:26]([C:29](=[O:30])[NH:47][CH:46]3[CH2:44][CH2:45]3)=[CH:25][CH:24]=2)=[CH:21][N:22]=1)=[O:10])[C:2]1[CH:3]=[CH:4][CH:5]=[CH:6][CH:7]=1. (3) Given the reactants C([C@@H]1N(C(=O)C2C=CC(OC3C=CC=CC=3)=CC=2)C[C@H](CC(C)C)NC1=O)C(C)C.[CH2:31]([C@@H:35]1[NH:40][CH2:39][C@H:38]([CH2:41][CH:42]([CH3:44])[CH3:43])[NH:37][C:36]1=[O:45])[CH:32]([CH3:34])[CH3:33].[F:46][C:47]1[C:48]([C:59](O)=[O:60])=[N:49][O:50][C:51]=1[C:52]1[CH:57]=[CH:56][C:55]([F:58])=[CH:54][CH:53]=1, predict the reaction product. The product is: [F:46][C:47]1[C:48]([C:59]([N:40]2[CH2:39][C@H:38]([CH2:41][CH:42]([CH3:44])[CH3:43])[NH:37][C:36](=[O:45])[C@@H:35]2[CH2:31][CH:32]([CH3:34])[CH3:33])=[O:60])=[N:49][O:50][C:51]=1[C:52]1[CH:53]=[CH:54][C:55]([F:58])=[CH:56][CH:57]=1. (4) Given the reactants [CH3:1][NH:2][NH2:3].C(O[CH:7]=[C:8]([C:14](=O)[CH:15]([F:17])[F:16])[C:9]([O:11]CC)=[O:10])C.[OH-].[Na+].Cl, predict the reaction product. The product is: [F:16][CH:15]([F:17])[C:14]1[C:8]([C:9]([OH:11])=[O:10])=[CH:7][N:2]([CH3:1])[N:3]=1. (5) Given the reactants [CH3:1][C:2]([C:5]1[C:10]([F:11])=[CH:9][C:8]([O:12][C@H:13]2[CH2:16][C@H:15]([NH2:17])[CH2:14]2)=[CH:7][C:6]=1[F:18])([CH3:4])[CH3:3].CCN(C(C)C)C(C)C.[N:28]1[CH:29]=[CH:30][N:31]2[CH:36]=[CH:35][CH:34]=[C:33]([CH:37]=O)[C:32]=12.C(O[BH-](OC(=O)C)OC(=O)C)(=O)C.[Na+], predict the reaction product. The product is: [CH3:4][C:2]([C:5]1[C:6]([F:18])=[CH:7][C:8]([O:12][C@H:13]2[CH2:14][C@H:15]([NH:17][CH2:37][C:33]3[C:32]4[N:31]([CH:30]=[CH:29][N:28]=4)[CH:36]=[CH:35][CH:34]=3)[CH2:16]2)=[CH:9][C:10]=1[F:11])([CH3:1])[CH3:3]. (6) Given the reactants [CH3:1][C:2]1([C:14]#[N:15])[C:12]2=[C:13]3[C:8](=[CH:9][CH:10]=[CH:11]2)[CH:7]=[CH:6][CH:5]=[C:4]3[CH2:3]1.C([O-])([O-])=[O:17].[K+].[K+].OO, predict the reaction product. The product is: [CH3:1][C:2]1([C:14]([NH2:15])=[O:17])[C:12]2=[C:13]3[C:8](=[CH:9][CH:10]=[CH:11]2)[CH:7]=[CH:6][CH:5]=[C:4]3[CH2:3]1.